From a dataset of Full USPTO retrosynthesis dataset with 1.9M reactions from patents (1976-2016). Predict the reactants needed to synthesize the given product. (1) Given the product [C:39]([O:43][C:44]([C:46]1[CH:51]=[C:50]([C:25]2[C:26]([N+:28]([O-:30])=[O:29])=[CH:27][C:16]3[O:15][C:14]([C:11]4[CH:10]=[CH:9][C:8]([F:7])=[CH:13][CH:12]=4)=[C:18]([C:19]([O:21][CH2:22][CH3:23])=[O:20])[C:17]=3[CH:24]=2)[CH:49]=[CH:48][CH:47]=1)=[O:45])([CH3:42])([CH3:40])[CH3:41], predict the reactants needed to synthesize it. The reactants are: C(=O)([O-])[O-].[Cs+].[Cs+].[F:7][C:8]1[CH:13]=[CH:12][C:11]([C:14]2[O:15][C:16]3[CH:27]=[C:26]([N+:28]([O-:30])=[O:29])[C:25](OS(C(F)(F)F)(=O)=O)=[CH:24][C:17]=3[C:18]=2[C:19]([O:21][CH2:22][CH3:23])=[O:20])=[CH:10][CH:9]=1.[C:39]([O:43][C:44]([C:46]1[CH:47]=[C:48](B(O)O)[CH:49]=[CH:50][CH:51]=1)=[O:45])([CH3:42])([CH3:41])[CH3:40].O1CCOCC1. (2) Given the product [CH:48]1([C:52]2[O:51][N:7]=[C:21]([C:23]3[CH:24]=[CH:25][C:26]4[N:27]([C:29]([CH2:32][NH2:33])=[N:30][N:31]=4)[N:28]=3)[CH:22]=2)[CH2:49][CH2:50]1, predict the reactants needed to synthesize it. The reactants are: C(C1C=CC2[N:7](C(CNC(=O)OC(C)(C)C)=NN=2)N=1)=O.[CH:21]([C:23]1[CH:24]=[CH:25][C:26]2[N:27]([C:29]([CH2:32][NH:33]C(=O)OC(C)(C)C)=[N:30][N:31]=2)[N:28]=1)=[CH2:22].O.I([O-])(=O)(=O)=O.[Na+].[CH2:48]1[CH2:52][O:51][CH2:50][CH2:49]1. (3) The reactants are: [CH2:1]([Sn](CCCC)(CCCC)C#C)[CH2:2]CC.Br[C:17]1[CH:22]=[CH:21][C:20]([C:23]2[N:24]=[C:25]([C@@H:28]3[CH2:32][CH2:31][CH2:30][N:29]3[C:33]([O:35][C:36]([CH3:39])([CH3:38])[CH3:37])=[O:34])[NH:26][CH:27]=2)=[CH:19][CH:18]=1.[Li+].[Cl-]. Given the product [C:1]([C:17]1[CH:22]=[CH:21][C:20]([C:23]2[NH:24][C:25]([C@@H:28]3[CH2:32][CH2:31][CH2:30][N:29]3[C:33]([O:35][C:36]([CH3:39])([CH3:38])[CH3:37])=[O:34])=[N:26][CH:27]=2)=[CH:19][CH:18]=1)#[CH:2], predict the reactants needed to synthesize it. (4) Given the product [F:10][C:9]1[CH:8]=[CH:7][C:4]([CH:5]=[C:19]([N+:16]([O-:18])=[O:17])[CH3:20])=[CH:3][C:2]=1[F:1], predict the reactants needed to synthesize it. The reactants are: [F:1][C:2]1[CH:3]=[C:4]([CH:7]=[CH:8][C:9]=1[F:10])[CH:5]=O.C([O-])(=O)C.[NH4+].[N+:16]([CH2:19][CH3:20])([O-:18])=[O:17]. (5) Given the product [NH2:3][C:2]1[C:4]2[C:9]([Cl:10])=[CH:8][CH:7]=[CH:6][C:5]=2[S:11](=[O:13])(=[O:12])[N:1]=1, predict the reactants needed to synthesize it. The reactants are: [NH3:1].[C:2]([C:4]1[C:9]([Cl:10])=[CH:8][CH:7]=[CH:6][C:5]=1[S:11](Cl)(=[O:13])=[O:12])#[N:3]. (6) Given the product [Cl:8][C:9]1[C:14]([Cl:15])=[CH:13][CH:12]=[CH:11][C:10]=1[CH2:16][C:17]1[C:21]([C:22]([F:25])([F:23])[F:24])=[N:20][N:19]2[C:30]([OH:31])=[CH:29][C:28]([CH:35]3[CH2:40][CH2:39][O:38][CH2:37][CH2:36]3)=[N:26][C:18]=12, predict the reactants needed to synthesize it. The reactants are: OC(C(F)(F)F)=O.[Cl:8][C:9]1[C:14]([Cl:15])=[CH:13][CH:12]=[CH:11][C:10]=1[CH2:16][C:17]1[C:18]([NH2:26])=[N:19][NH:20][C:21]=1[C:22]([F:25])([F:24])[F:23].O=[C:28]([CH:35]1[CH2:40][CH2:39][O:38][CH2:37][CH2:36]1)[CH2:29][C:30](OCC)=[O:31].